This data is from Forward reaction prediction with 1.9M reactions from USPTO patents (1976-2016). The task is: Predict the product of the given reaction. (1) Given the reactants [CH2:1]([O:3][C:4]([C:6]1([C:9]2[CH:14]=[CH:13][C:12]([C:15]3[CH:20]=[CH:19][C:18]([C:21]4[O:25][N:24]=[C:23]([CH3:26])[C:22]=4[CH:27]([C:29]4[N:30]=[N:31][N:32]([CH2:34][C:35]5[CH:40]=[CH:39][CH:38]=[CH:37][CH:36]=5)[CH:33]=4)O)=[CH:17][CH:16]=3)=[CH:11][CH:10]=2)[CH2:8][CH2:7]1)=[O:5])[CH3:2].C([SiH](CC)CC)C.FC(F)(F)S(O)(=O)=O, predict the reaction product. The product is: [CH2:1]([O:3][C:4]([C:6]1([C:9]2[CH:10]=[CH:11][C:12]([C:15]3[CH:20]=[CH:19][C:18]([C:21]4[O:25][N:24]=[C:23]([CH3:26])[C:22]=4[CH2:27][C:29]4[N:30]=[N:31][N:32]([CH2:34][C:35]5[CH:40]=[CH:39][CH:38]=[CH:37][CH:36]=5)[CH:33]=4)=[CH:17][CH:16]=3)=[CH:13][CH:14]=2)[CH2:8][CH2:7]1)=[O:5])[CH3:2]. (2) Given the reactants O[CH:2]=[C:3]1[C:11]2[C:6](=[CH:7][C:8]([C:12]([C:14]3[CH:15]=[C:16]([NH:20][C:21]([C:23]4[N:24]([CH2:29][CH3:30])[N:25]=[C:26]([CH3:28])[CH:27]=4)=[O:22])[CH:17]=[CH:18][CH:19]=3)=[O:13])=[CH:9][CH:10]=2)[NH:5][C:4]1=[O:31].C1COCC1.[N:37]1([CH2:42][C:43]2[CH:48]=[CH:47][C:46]([NH2:49])=[CH:45][CH:44]=2)[CH2:41][CH2:40][CH2:39][CH2:38]1, predict the reaction product. The product is: [O:31]=[C:4]1[C:3](=[CH:2][NH:49][C:46]2[CH:45]=[CH:44][C:43]([CH2:42][N:37]3[CH2:41][CH2:40][CH2:39][CH2:38]3)=[CH:48][CH:47]=2)[C:11]2[C:6](=[CH:7][C:8]([C:12]([C:14]3[CH:15]=[C:16]([NH:20][C:21]([C:23]4[N:24]([CH2:29][CH3:30])[N:25]=[C:26]([CH3:28])[CH:27]=4)=[O:22])[CH:17]=[CH:18][CH:19]=3)=[O:13])=[CH:9][CH:10]=2)[NH:5]1. (3) Given the reactants [Br:1][C:2]1[CH:7]=[C:6]([Cl:8])[C:5]([NH2:9])=[C:4]([Cl:10])[CH:3]=1.[C:11](Cl)(=[O:14])[CH:12]=[CH2:13].O.C(OCC)(=O)C, predict the reaction product. The product is: [Br:1][C:2]1[CH:7]=[C:6]([Cl:8])[C:5]([NH:9][C:11](=[O:14])[CH:12]=[CH2:13])=[C:4]([Cl:10])[CH:3]=1. (4) Given the reactants C(OC([N:8]1[CH2:13][CH2:12][N:11]([C:14]2[C:15]3[C:30]([O:31][CH3:32])=[CH:29][N:28]=[CH:27][C:16]=3[N:17]=[C:18]([C:20]3[CH:25]=[CH:24][N:23]=[C:22](Cl)[CH:21]=3)[N:19]=2)[CH2:10][CH2:9]1)=O)(C)(C)C.[NH2:33][C:34]1[N:39]=[CH:38][CH:37]=[CH:36][N:35]=1, predict the reaction product. The product is: [CH3:32][O:31][C:30]1[C:15]2[C:14]([N:11]3[CH2:12][CH2:13][NH:8][CH2:9][CH2:10]3)=[N:19][C:18]([C:20]3[CH:25]=[CH:24][N:23]=[C:22]([NH:33][C:34]4[N:39]=[CH:38][CH:37]=[CH:36][N:35]=4)[CH:21]=3)=[N:17][C:16]=2[CH:27]=[N:28][CH:29]=1. (5) The product is: [C:34]([O:33][C:32](=[O:38])[NH:31][CH:28]1[CH2:27][CH2:26][CH:25]([CH2:24][NH:23][C:2]2[C:7]([C:8]#[N:9])=[CH:6][N:5]=[C:4]([NH:10][CH2:11][C:12]3[CH:17]=[CH:16][CH:15]=[CH:14][C:13]=3[O:18][C:19]([F:22])([F:21])[F:20])[N:3]=2)[CH2:30][CH2:29]1)([CH3:37])([CH3:35])[CH3:36]. Given the reactants Cl[C:2]1[C:7]([C:8]#[N:9])=[CH:6][N:5]=[C:4]([NH:10][CH2:11][C:12]2[CH:17]=[CH:16][CH:15]=[CH:14][C:13]=2[O:18][C:19]([F:22])([F:21])[F:20])[N:3]=1.[NH2:23][CH2:24][C@H:25]1[CH2:30][CH2:29][C@H:28]([NH:31][C:32](=[O:38])[O:33][C:34]([CH3:37])([CH3:36])[CH3:35])[CH2:27][CH2:26]1.CCN(C(C)C)C(C)C, predict the reaction product.